From a dataset of Forward reaction prediction with 1.9M reactions from USPTO patents (1976-2016). Predict the product of the given reaction. (1) The product is: [C:1]([C:5]1[CH:24]=[CH:23][C:8]([C:9]([NH:11][C:12]2[CH:17]=[C:16]([C:31]3[CH:30]=[CH:29][CH:28]=[C:27]([CH2:26][OH:25])[CH:32]=3)[N:15]3[N:19]=[C:20]([CH3:22])[CH:21]=[C:14]3[N:13]=2)=[O:10])=[CH:7][CH:6]=1)([CH3:4])([CH3:3])[CH3:2]. Given the reactants [C:1]([C:5]1[CH:24]=[CH:23][C:8]([C:9]([NH:11][C:12]2[CH:17]=[C:16](Cl)[N:15]3[N:19]=[C:20]([CH3:22])[CH:21]=[C:14]3[N:13]=2)=[O:10])=[CH:7][CH:6]=1)([CH3:4])([CH3:3])[CH3:2].[OH:25][CH2:26][C:27]1[CH:28]=[C:29](B(O)O)[CH:30]=[CH:31][CH:32]=1.C([O-])([O-])=O.[Na+].[Na+], predict the reaction product. (2) Given the reactants [CH3:1][N:2](C)/[CH:3]=[CH:4]/[C:5](=[O:11])[CH:6]([O:9][CH3:10])[O:7][CH3:8].C(N)[C:14]1[CH:19]=[CH:18][CH:17]=[CH:16][CH:15]=1, predict the reaction product. The product is: [CH2:1]([NH:2]/[CH:3]=[CH:4]/[C:5](=[O:11])[CH:6]([O:9][CH3:10])[O:7][CH3:8])[C:14]1[CH:19]=[CH:18][CH:17]=[CH:16][CH:15]=1. (3) Given the reactants [NH2:1][C@H:2]([CH3:19])[CH2:3][N:4]1[CH:8]=[CH:7][C:6]([C:9]2[CH:16]=[CH:15][C:12]([C:13]#[N:14])=[C:11]([Cl:17])[C:10]=2[CH3:18])=[N:5]1.[O:20]1[CH:24]=[CH:23][CH:22]=[C:21]1[C:25]1[CH:29]=[C:28]([C:30](O)=[O:31])[NH:27][N:26]=1.CCN(C(C)C)C(C)C.C1C=CC2N(O)N=NC=2C=1.CCN=C=NCCCN(C)C, predict the reaction product. The product is: [Cl:17][C:11]1[C:10]([CH3:18])=[C:9]([C:6]2[CH:7]=[CH:8][N:4]([CH2:3][C@H:2]([NH:1][C:30]([C:28]3[NH:27][N:26]=[C:25]([C:21]4[O:20][CH:24]=[CH:23][CH:22]=4)[CH:29]=3)=[O:31])[CH3:19])[N:5]=2)[CH:16]=[CH:15][C:12]=1[C:13]#[N:14]. (4) Given the reactants CN(C(ON1N=NC2C=CC=CC1=2)=[N+](C)C)C.[B-](F)(F)(F)F.CCN(C(C)C)C(C)C.[C:32]([C:34]1[C:35]([N:47]2[CH2:52][CH2:51][CH:50]([C:53](O)=[O:54])[CH2:49][CH2:48]2)=[N:36][C:37]([CH3:46])=[C:38]([C:40]([O:42][CH:43]([CH3:45])[CH3:44])=[O:41])[CH:39]=1)#[N:33].[CH3:56][C:57]1[CH:58]=[C:59]([CH2:63][S:64]([NH2:67])(=[O:66])=[O:65])[CH:60]=[CH:61][CH:62]=1.C([O-])(O)=O.[Na+], predict the reaction product. The product is: [C:32]([C:34]1[C:35]([N:47]2[CH2:48][CH2:49][CH:50]([C:53]([NH:67][S:64]([CH2:63][C:59]3[CH:60]=[CH:61][CH:62]=[C:57]([CH3:56])[CH:58]=3)(=[O:65])=[O:66])=[O:54])[CH2:51][CH2:52]2)=[N:36][C:37]([CH3:46])=[C:38]([CH:39]=1)[C:40]([O:42][CH:43]([CH3:45])[CH3:44])=[O:41])#[N:33]. (5) Given the reactants [CH3:1][O:2][C:3]1[CH:8]=[CH:7][C:6]([CH2:9][NH2:10])=[CH:5][CH:4]=1.[Cl:11][C:12]1[CH:20]=[CH:19][CH:18]=[C:17]([CH3:21])[C:13]=1[C:14](Cl)=[O:15].O, predict the reaction product. The product is: [CH3:1][O:2][C:3]1[CH:8]=[CH:7][C:6]([CH2:9][NH:10][C:14](=[O:15])[C:13]2[C:17]([CH3:21])=[CH:18][CH:19]=[CH:20][C:12]=2[Cl:11])=[CH:5][CH:4]=1.